Dataset: Reaction yield outcomes from USPTO patents with 853,638 reactions. Task: Predict the reaction yield, written as a fraction of the theoretical maximum amount of product (1.0 means a 100% yield; for example, 0.34 means a 34% yield). (1) The reactants are [CH2:1]([O:8][C:9]1[CH:14]=[CH:13][C:12]([OH:15])=[CH:11][CH:10]=1)[C:2]1[CH:7]=[CH:6][CH:5]=[CH:4][CH:3]=1.[OH-].[K+].Cl[C:19]1[CH:27]=[CH:26][C:22]([C:23]([OH:25])=[O:24])=[CH:21][C:20]=1[N+:28]([O-:30])=[O:29].Cl. The catalyst is CS(C)=O. The product is [CH2:1]([O:8][C:9]1[CH:10]=[CH:11][C:12]([O:15][C:19]2[CH:27]=[CH:26][C:22]([C:23]([OH:25])=[O:24])=[CH:21][C:20]=2[N+:28]([O-:30])=[O:29])=[CH:13][CH:14]=1)[C:2]1[CH:3]=[CH:4][CH:5]=[CH:6][CH:7]=1. The yield is 0.960. (2) The reactants are Cl[C:2]1[N:7]=[C:6]([NH2:8])[C:5]([N+:9]([O-:11])=[O:10])=[CH:4][CH:3]=1.[NH:12]1[CH2:17][CH2:16][O:15][CH2:14][CH2:13]1. The catalyst is C(#N)C. The product is [N:12]1([C:2]2[N:7]=[C:6]([NH2:8])[C:5]([N+:9]([O-:11])=[O:10])=[CH:4][CH:3]=2)[CH2:17][CH2:16][O:15][CH2:14][CH2:13]1. The yield is 0.510. (3) The reactants are [CH3:1][N:2]([CH3:11])[C:3]1[CH:10]=[CH:9][C:6]([CH:7]=O)=[CH:5][CH:4]=1.[NH2:12][C:13]1[CH:14]=[CH:15][C:16]([CH3:20])=[C:17]([OH:19])[CH:18]=1.C([BH3-])#N.[Na+]. The catalyst is CO. The product is [CH3:1][N:2]([CH3:11])[C:3]1[CH:10]=[CH:9][C:6]([CH2:7][NH:12][C:13]2[CH:14]=[CH:15][C:16]([CH3:20])=[C:17]([OH:19])[CH:18]=2)=[CH:5][CH:4]=1. The yield is 0.0900. (4) The reactants are [C:1]([O-:4])(=O)[CH3:2].[NH4+].[CH3:6][C:7]([C:12]1[CH:17]=[CH:16][C:15]([N+:18]([O-:20])=[O:19])=[CH:14][CH:13]=1)([CH3:11])[CH2:8][CH:9]=O.C([BH3-])#[N:22].[Na+]. The catalyst is CO.C(Cl)Cl. The product is [CH3:6][C:7]([C:12]1[CH:17]=[CH:16][C:15]([N+:18]([O-:20])=[O:19])=[CH:14][CH:13]=1)([CH3:11])[CH2:8][CH2:9][NH:22][C:1](=[O:4])[CH3:2]. The yield is 0.220. (5) The product is [CH:24](=[C:28]1[CH2:33][CH2:32][N:31]([CH2:2][CH2:3][CH2:4][N:5]2[C:10]3[CH:11]=[CH:12][CH:13]=[CH:14][C:9]=3[O:8][CH2:7][C:6]2=[O:15])[CH2:30][CH2:29]1)[CH2:25][CH2:26][CH3:27]. The reactants are Cl[CH2:2][CH2:3][CH2:4][N:5]1[C:10]2[CH:11]=[CH:12][CH:13]=[CH:14][C:9]=2[O:8][CH2:7][C:6]1=[O:15].C([O-])([O-])=O.[K+].[K+].[Na+].[I-].[CH:24](=[C:28]1[CH2:33][CH2:32][NH:31][CH2:30][CH2:29]1)[CH2:25][CH2:26][CH3:27]. The catalyst is C(Cl)Cl.CO. The yield is 0.710. (6) The reactants are [Cl:1][C:2]1[CH:7]=[CH:6][C:5]([C:8](=O)[CH2:9][C:10](=O)[C:11]([F:14])([F:13])[F:12])=[CH:4][CH:3]=1.[NH2:17][C:18]1[C:22]([C:23]2[CH:28]=[C:27]([CH3:29])[N:26]=[C:25]([CH3:30])[CH:24]=2)=[CH:21][NH:20][N:19]=1. No catalyst specified. The product is [Cl:1][C:2]1[CH:7]=[CH:6][C:5]([C:8]2[CH:9]=[C:10]([C:11]([F:14])([F:13])[F:12])[N:19]3[N:20]=[CH:21][C:22]([C:23]4[CH:28]=[C:27]([CH3:29])[N:26]=[C:25]([CH3:30])[CH:24]=4)=[C:18]3[N:17]=2)=[CH:4][CH:3]=1. The yield is 0.470.